This data is from Catalyst prediction with 721,799 reactions and 888 catalyst types from USPTO. The task is: Predict which catalyst facilitates the given reaction. (1) Reactant: N1C(F)=NC(F)=NC=1F.[C:10]1([C:16]2([CH2:22][CH2:23][C:24]([OH:26])=O)[CH2:21][CH2:20][CH2:19][CH2:18][CH2:17]2)[CH:15]=[CH:14][CH:13]=[CH:12][CH:11]=1.N1C=CC=CC=1.[OH:33][CH:34]([C:46]1[CH:51]=[CH:50][C:49](/[C:52](=[N:54]/O)/[NH2:53])=[CH:48][CH:47]=1)[CH2:35][NH:36][CH2:37][CH2:38][C:39]([O:41]C(C)(C)C)=[O:40].C(N(C(C)C)CC)(C)C.[F-].C([N+](CCCC)(CCCC)CCCC)CCC.C1COCC1. Product: [OH:33][CH:34]([C:46]1[CH:47]=[CH:48][C:49]([C:52]2[N:53]=[C:24]([CH2:23][CH2:22][C:16]3([C:10]4[CH:11]=[CH:12][CH:13]=[CH:14][CH:15]=4)[CH2:17][CH2:18][CH2:19][CH2:20][CH2:21]3)[O:26][N:54]=2)=[CH:50][CH:51]=1)[CH2:35][NH:36][CH2:37][CH2:38][C:39]([OH:41])=[O:40]. The catalyst class is: 96. (2) Reactant: [C:1]([O:5][C:6](=[O:31])[NH:7][CH:8]([C:14](=[O:30])[N:15]([CH2:27][CH:28]=C)[CH2:16][C:17]1[CH:22]=[CH:21][C:20]([O:23][CH3:24])=[CH:19][C:18]=1[O:25][CH3:26])[C:9]([CH3:13])([CH3:12])[CH:10]=C)([CH3:4])([CH3:3])[CH3:2]. Product: [C:1]([O:5][C:6](=[O:31])[NH:7][CH:8]1[C:9]([CH3:12])([CH3:13])[CH:10]=[CH:28][CH2:27][N:15]([CH2:16][C:17]2[CH:22]=[CH:21][C:20]([O:23][CH3:24])=[CH:19][C:18]=2[O:25][CH3:26])[C:14]1=[O:30])([CH3:2])([CH3:3])[CH3:4]. The catalyst class is: 4. (3) Reactant: [Cl:1][C:2]1[C:11]2[C:6](=[CH:7][CH:8]=[C:9]([C:12]([F:15])([F:14])[F:13])[CH:10]=2)[CH:5]=[CH:4][C:3]=1[NH:16]C(=O)C.O.S(=O)(=O)(O)O. Product: [Cl:1][C:2]1[C:11]2[C:6](=[CH:7][CH:8]=[C:9]([C:12]([F:14])([F:15])[F:13])[CH:10]=2)[CH:5]=[CH:4][C:3]=1[NH2:16]. The catalyst class is: 8. (4) Reactant: Cl[C:2]1[CH:7]=[CH:6][N:5]=[C:4]([N:8]2[C:20](=[O:21])[C:19]3[S:18][C:17]4[CH2:16][CH2:15][CH2:14][CH2:13][C:12]=4[C:11]=3[CH:10]=[N:9]2)[C:3]=1[CH:22]=[O:23].[CH3:24][N:25]1[CH:30]=[C:29](B2OC(C)(C)C(C)(C)O2)[CH:28]=[C:27]([NH:40][C:41]2[S:42][C:43]3[CH2:44][N:45]([CH3:50])[CH2:46][CH2:47][C:48]=3[N:49]=2)[C:26]1=[O:51].[O-]P([O-])([O-])=O.[K+].[K+].[K+].O.O.O.C([O-])(=O)C.[Na+]. Product: [CH3:24][N:25]1[C:26](=[O:51])[C:27]([NH:40][C:41]2[S:42][C:43]3[CH2:44][N:45]([CH3:50])[CH2:46][CH2:47][C:48]=3[N:49]=2)=[CH:28][C:29]([C:2]2[CH:7]=[CH:6][N:5]=[C:4]([N:8]3[C:20](=[O:21])[C:19]4[S:18][C:17]5[CH2:16][CH2:15][CH2:14][CH2:13][C:12]=5[C:11]=4[CH:10]=[N:9]3)[C:3]=2[CH:22]=[O:23])=[CH:30]1. The catalyst class is: 712. (5) Reactant: [CH2:1]([C:3]1[C:4]([O:20]C)=[CH:5][C:6]([O:18]C)=[C:7]([C:9]2[C:13]3[CH:14]=[CH:15][CH:16]=[CH:17][C:12]=3[O:11][N:10]=2)[CH:8]=1)[CH3:2].B(Br)(Br)Br. Product: [O:11]1[C:12]2[CH:17]=[CH:16][CH:15]=[CH:14][C:13]=2[C:9]([C:7]2[CH:8]=[C:3]([CH2:1][CH3:2])[C:4]([OH:20])=[CH:5][C:6]=2[OH:18])=[N:10]1. The catalyst class is: 4. (6) Reactant: Cl[C:2]1[C:11]2[C:6](=[CH:7][C:8]([S:12]([N:15]([CH2:21][C:22]3[CH:27]=[CH:26][C:25]([O:28][CH3:29])=[CH:24][CH:23]=3)[C:16]3[N:17]=[CH:18][S:19][CH:20]=3)(=[O:14])=[O:13])=[CH:9][CH:10]=2)[CH:5]=[CH:4][N:3]=1.[CH3:30][O:31][C:32]1[CH:37]=[C:36]([C:38]([F:41])([F:40])[F:39])[CH:35]=[CH:34][C:33]=1B(O)O.C(=O)([O-])[O-].[Cs+].[Cs+]. Product: [CH3:30][O:31][C:32]1[CH:37]=[C:36]([C:38]([F:39])([F:40])[F:41])[CH:35]=[CH:34][C:33]=1[C:2]1[C:11]2[C:6](=[CH:7][C:8]([S:12]([N:15]([CH2:21][C:22]3[CH:27]=[CH:26][C:25]([O:28][CH3:29])=[CH:24][CH:23]=3)[C:16]3[N:17]=[CH:18][S:19][CH:20]=3)(=[O:14])=[O:13])=[CH:9][CH:10]=2)[CH:5]=[CH:4][N:3]=1. The catalyst class is: 108.